This data is from Forward reaction prediction with 1.9M reactions from USPTO patents (1976-2016). The task is: Predict the product of the given reaction. (1) Given the reactants [CH:1]([CH:3]=[O:4])=[O:2].[CH3:5][C:6]([CH3:11])([CH2:9]O)[CH2:7][OH:8].C1(C)C=CC(S(O)(=O)=O)=CC=1.[O-]S([O-])(=O)=O.[Na+].[Na+].C([O-])(O)=O.[Na+], predict the reaction product. The product is: [CH:1]([CH:3]1[O:8][CH2:7][C:6]([CH3:11])([CH3:9])[CH2:5][O:4]1)=[O:2]. (2) Given the reactants C([O:3][C:4](=[O:35])[C@@H:5]([NH:13][C:14]([C:16]1[CH:20]=[C:19]([CH2:21][CH2:22][CH2:23][C:24]2[NH:34][C:27]3[N:28]=[C:29]([NH2:33])[NH:30][C:31](=[O:32])[C:26]=3[CH:25]=2)[S:18][CH:17]=1)=[O:15])[CH2:6][CH2:7][C:8]([O:10]CC)=[O:9])C.[OH-].[Na+].C(Cl)(Cl)Cl.CO, predict the reaction product. The product is: [NH2:33][C:29]1[NH:30][C:31](=[O:32])[C:26]2[CH:25]=[C:24]([CH2:23][CH2:22][CH2:21][C:19]3[S:18][CH:17]=[C:16]([C:14]([NH:13][C@@H:5]([CH2:6][CH2:7][C:8]([OH:10])=[O:9])[C:4]([OH:35])=[O:3])=[O:15])[CH:20]=3)[NH:34][C:27]=2[N:28]=1. (3) Given the reactants [F:1][C:2]([F:11])([F:10])[C:3]1[CH:8]=[CH:7][C:6]([SH:9])=[CH:5][CH:4]=1.BrBr, predict the reaction product. The product is: [F:11][C:2]([F:1])([F:10])[C:3]1[CH:4]=[CH:5][C:6]([S:9][S:9][C:6]2[CH:7]=[CH:8][C:3]([C:2]([F:11])([F:10])[F:1])=[CH:4][CH:5]=2)=[CH:7][CH:8]=1. (4) Given the reactants [NH:1]1[CH2:6][CH2:5][CH2:4][C@@H:3]([C:7]([OH:9])=[O:8])[CH2:2]1.C([O-])(O)=O.[Na+].[CH3:15][CH:16]([CH3:21])[CH2:17][C:18](Cl)=[O:19], predict the reaction product. The product is: [CH3:15][CH:16]([CH3:21])[CH2:17][C:18]([N:1]1[CH2:6][CH2:5][CH2:4][C@@H:3]([C:7]([OH:9])=[O:8])[CH2:2]1)=[O:19]. (5) Given the reactants [C:1]([CH2:3][C:4]([CH:6]1[CH2:9][N:8]([C:10]([O:12][C:13]([CH3:16])([CH3:15])[CH3:14])=[O:11])[CH2:7]1)=O)#[N:2].O.[NH2:18][NH2:19], predict the reaction product. The product is: [NH2:2][C:1]1[CH:3]=[C:4]([CH:6]2[CH2:9][N:8]([C:10]([O:12][C:13]([CH3:16])([CH3:15])[CH3:14])=[O:11])[CH2:7]2)[NH:19][N:18]=1. (6) Given the reactants [ClH:1].Cl.[NH2:3][CH:4]1[CH2:9][CH2:8][N:7]([CH2:10][C@H:11]2[N:21]3[C:22]4[N:13]([C:14](=[O:24])[CH:15]=[CH:16][C:17]=4[CH:18]=[CH:19][C:20]3=[O:23])[CH2:12]2)[CH2:6][CH2:5]1.C(N(CC)CC)C.[O:32]1[C:41]2[C:36](=[CH:37][CH:38]=[C:39]([CH:42]=O)[CH:40]=2)[CH2:35][CH2:34][CH2:33]1.C(O[BH-](OC(=O)C)OC(=O)C)(=O)C.[Na+], predict the reaction product. The product is: [ClH:1].[O:32]1[C:41]2[C:36](=[CH:37][CH:38]=[C:39]([CH2:42][NH:3][CH:4]3[CH2:5][CH2:6][N:7]([CH2:10][C@H:11]4[N:21]5[C:22]6[N:13]([C:14](=[O:24])[CH:15]=[CH:16][C:17]=6[CH:18]=[CH:19][C:20]5=[O:23])[CH2:12]4)[CH2:8][CH2:9]3)[CH:40]=2)[CH2:35][CH2:34][CH2:33]1. (7) Given the reactants [CH3:1][O:2][C:3]1[CH:8]=[CH:7][CH:6]=[C:5]([O:9][CH3:10])[C:4]=1[CH:11]1[NH:16][C:15](=[O:17])[CH2:14][CH2:13][CH2:12]1.Br[CH2:19][C:20]1[CH:21]=[CH:22][C:23]([O:26][C:27]2[CH:32]=[CH:31][CH:30]=[CH:29][CH:28]=2)=[N:24][CH:25]=1, predict the reaction product. The product is: [CH3:1][O:2][C:3]1[CH:8]=[CH:7][CH:6]=[C:5]([O:9][CH3:10])[C:4]=1[CH:11]1[N:16]([CH2:19][C:20]2[CH:25]=[N:24][C:23]([O:26][C:27]3[CH:28]=[CH:29][CH:30]=[CH:31][CH:32]=3)=[CH:22][CH:21]=2)[C:15](=[O:17])[CH2:14][CH2:13][CH2:12]1. (8) Given the reactants Cl.[CH3:2][O:3][C:4]1[CH:27]=[C:26]([C:28]([F:31])([F:30])[F:29])[CH:25]=[C:24]([C:32]([F:35])([F:34])[F:33])[C:5]=1[C:6]([NH:8][CH:9]([C:18]1[CH:23]=[CH:22][CH:21]=[CH:20][CH:19]=1)[C:10]([CH3:17])([N:12]1[CH2:16][CH2:15][CH2:14][CH2:13]1)[CH3:11])=[O:7].C([O-])(O)=O.[Na+], predict the reaction product. The product is: [CH3:2][O:3][C:4]1[CH:27]=[C:26]([C:28]([F:29])([F:30])[F:31])[CH:25]=[C:24]([C:32]([F:34])([F:35])[F:33])[C:5]=1[C:6]([NH:8][CH:9]([C:18]1[CH:23]=[CH:22][CH:21]=[CH:20][CH:19]=1)[C:10]([CH3:17])([N:12]1[CH2:16][CH2:15][CH2:14][CH2:13]1)[CH3:11])=[O:7].